This data is from Drug-target binding data from BindingDB using IC50 measurements. The task is: Regression. Given a target protein amino acid sequence and a drug SMILES string, predict the binding affinity score between them. We predict pIC50 (pIC50 = -log10(IC50 in M); higher means more potent). Dataset: bindingdb_ic50. (1) The drug is Cn1c2c(c3ccc(Cl)c(Cl)c31)C(C#N)C1(CCNCC1)NC2=O. The pIC50 is 5.0. The target protein (Q9H4A3) has sequence MSGGAAEKQSSTPGSLFLSPPAPAPKNGSSSDSSVGEKLGAAAADAVTGRTEEYRRRRHTMDKDSRGAAATTTTTEHRFFRRSVICDSNATALELPGLPLSLPQPSIPAAVPQSAPPEPHREETVTATATSQVAQQPPAAAAPGEQAVAGPAPSTVPSSTSKDRPVSQPSLVGSKEEPPPARSGSGGGSAKEPQEERSQQQDDIEELETKAVGMSNDGRFLKFDIEIGRGSFKTVYKGLDTETTVEVAWCELQDRKLTKSERQRFKEEAEMLKGLQHPNIVRFYDSWESTVKGKKCIVLVTELMTSGTLKTYLKRFKVMKIKVLRSWCRQILKGLQFLHTRTPPIIHRDLKCDNIFITGPTGSVKIGDLGLATLKRASFAKSVIGTPEFMAPEMYEEKYDESVDVYAFGMCMLEMATSEYPYSECQNAAQIYRRVTSGVKPASFDKVAIPEVKEIIEGCIRQNKDERYSIKDLLNHAFFQEETGVRVELAEEDDGEKIAI.... (2) The drug is N#CCN(CCCCO)C(=O)OCc1ccccc1. The target protein sequence is MCSLITQLCDAGQLADYVGLGWLNAVSSQPYLVQALGLQPPPRRVDVDAAFRDAEGLHGHQPWVATPLPGRTVRALFIGINYYGTSAALSGCCNDVKQMLATLQKKGLPINEAVILVDEDNFPGRTDQPTRDNIVRYMAWLVKDAKPGDVLFFHYSGHGTQCKSRGDSDEKYDQCIAPVDFQKSGCIVDDDIHKLLFSRLPEKVRLTAVFDCCHSGSIMDLPFTYVCSGGEQASGTPHMKRIREGNDVLGDVMMISGCADEQTSADVKNTATFGTGSTGAGGAATQCITCMLMNNQSLSYGKLLIETRDMLKRKGFKQVPQLSASKAIDLDQTFSLTEMFSVDRSVQ. The pIC50 is 4.0.